Task: Predict the reactants needed to synthesize the given product.. Dataset: Full USPTO retrosynthesis dataset with 1.9M reactions from patents (1976-2016) (1) The reactants are: C[O:2][C:3](=[O:24])[C:4]1[CH:9]=[C:8]([C:10]2[S:11][CH:12]=[C:13]([C:15]3[CH:20]=[CH:19][C:18]([Cl:21])=[C:17]([Cl:22])[CH:16]=3)[N:14]=2)[CH:7]=[CH:6][C:5]=1Br.[F:25][C:26]1[CH:31]=[CH:30][C:29](B(O)O)=[C:28]([C:35]([F:38])([F:37])[F:36])[CH:27]=1. Given the product [Cl:22][C:17]1[CH:16]=[C:15]([C:13]2[N:14]=[C:10]([C:8]3[CH:9]=[C:4]([C:3]([OH:2])=[O:24])[C:5]([C:29]4[CH:30]=[CH:31][C:26]([F:25])=[CH:27][C:28]=4[C:35]([F:36])([F:38])[F:37])=[CH:6][CH:7]=3)[S:11][CH:12]=2)[CH:20]=[CH:19][C:18]=1[Cl:21], predict the reactants needed to synthesize it. (2) Given the product [O:17]([C:2]1[C:7]([N+:8]([O-:10])=[O:9])=[CH:6][CH:5]=[CH:4][N:3]=1)[C:11]1[CH:16]=[CH:15][CH:14]=[CH:13][CH:12]=1, predict the reactants needed to synthesize it. The reactants are: Cl[C:2]1[C:7]([N+:8]([O-:10])=[O:9])=[CH:6][CH:5]=[CH:4][N:3]=1.[C:11]1([OH:17])[CH:16]=[CH:15][CH:14]=[CH:13][CH:12]=1.C(=O)([O-])[O-].[K+].[K+]. (3) Given the product [C:19]([C:23]1[CH:28]=[CH:27][C:26]([S:29]([NH:32][C:2]2[C:7]([O:8][C:9]3[CH:14]=[CH:13][CH:12]=[CH:11][C:10]=3[O:15][CH3:16])=[C:6]([Cl:17])[N:5]=[CH:4][N:3]=2)(=[O:30])=[O:31])=[CH:25][CH:24]=1)([CH3:22])([CH3:20])[CH3:21], predict the reactants needed to synthesize it. The reactants are: Cl[C:2]1[C:7]([O:8][C:9]2[CH:14]=[CH:13][CH:12]=[CH:11][C:10]=2[O:15][CH3:16])=[C:6]([Cl:17])[N:5]=[CH:4][N:3]=1.[K+].[C:19]([C:23]1[CH:28]=[CH:27][C:26]([S:29]([NH-:32])(=[O:31])=[O:30])=[CH:25][CH:24]=1)([CH3:22])([CH3:21])[CH3:20].O. (4) Given the product [CH:12]1[C:13]([NH:14][C:1]([CH2:2][CH2:3][C:4]([OH:6])=[O:5])=[O:7])=[CH:8][CH:9]=[C:10]([S:15]([NH:18][C:19]2[S:23][CH:22]=[CH:21][N:20]=2)(=[O:17])=[O:16])[CH:11]=1, predict the reactants needed to synthesize it. The reactants are: [C:1]1(=[O:7])[O:6][C:4](=[O:5])[CH2:3][CH2:2]1.[CH:8]1[C:13]([NH2:14])=[CH:12][CH:11]=[C:10]([S:15]([NH:18][C:19]2[S:23][CH:22]=[CH:21][N:20]=2)(=[O:17])=[O:16])[CH:9]=1.C(N(CC)CC)C.